From a dataset of Peptide-MHC class I binding affinity with 185,985 pairs from IEDB/IMGT. Regression. Given a peptide amino acid sequence and an MHC pseudo amino acid sequence, predict their binding affinity value. This is MHC class I binding data. (1) The peptide sequence is NIVFSPFGY. The MHC is HLA-A01:01 with pseudo-sequence HLA-A01:01. The binding affinity (normalized) is 0.0847. (2) The peptide sequence is YRNFSFSLK. The MHC is HLA-B08:02 with pseudo-sequence HLA-B08:02. The binding affinity (normalized) is 0.0847. (3) The peptide sequence is QTVEMSPFY. The MHC is HLA-B58:01 with pseudo-sequence HLA-B58:01. The binding affinity (normalized) is 0.484. (4) The peptide sequence is FPASHMATY. The MHC is HLA-A23:01 with pseudo-sequence HLA-A23:01. The binding affinity (normalized) is 0.0847. (5) The peptide sequence is YVKNGTKGK. The MHC is HLA-A33:01 with pseudo-sequence HLA-A33:01. The binding affinity (normalized) is 0. (6) The peptide sequence is RLPTFMTQK. The MHC is HLA-A03:01 with pseudo-sequence HLA-A03:01. The binding affinity (normalized) is 0.920. (7) The peptide sequence is YMREVGAAL. The MHC is HLA-B15:01 with pseudo-sequence HLA-B15:01. The binding affinity (normalized) is 0.628.